This data is from Experimentally validated miRNA-target interactions with 360,000+ pairs, plus equal number of negative samples. The task is: Binary Classification. Given a miRNA mature sequence and a target amino acid sequence, predict their likelihood of interaction. (1) Result: 0 (no interaction). The protein sequence of the target gene is MLLWILLLETSLCFAAGNVTGDVCKEKICSCNEIEGDLHVDCEKKGFTSLQRFTAPTSQFYHLFLHGNSLTRLFPNEFANFYNAVSLHMENNGLHEIVPGAFLGLQLVKRLHINNNKIKSFRKQTFLGLDDLEYLQADFNLLRDIDPGAFQDLNKLEVLILNDNLISTLPANVFQYVPITHLDLRGNRLKTLPYEEVLEQIPGIAEILLEDNPWDCTCDLLSLKEWLENIPKNALIGRVVCEAPTRLQGKDLNETTEQDLCPLKNRVDSSLPAPPAQEETFAPGPLPTPFKTNGQEDHAT.... The miRNA is hsa-miR-7109-3p with sequence CAAGCCUCUCCUGCCCUUCCAG. (2) The miRNA is hsa-miR-5589-3p with sequence UGCACAUGGCAACCUAGCUCCCA. The protein sequence of the target gene is MAVGLLKAMYQELVTFRDVAVDFSQEEWDCLDSSQRHLYSNVMLENYRILVSLGLCFSKPSVILLLEQGKAPWMVKRELTKGLCSGWEPICETEELTPKQDFYEEHQSQKIIETLTSYNLEYSSLREEWKCEGYFERQPGNQKACFKEEIITHEEPLFDEREQEYKSWGSFHQNPLLCTQKIIPKEEKVHKHDTQKRSFKKNLMAIKPKSVCAEKKLLKCNDCEKVFSQSSSLTLHQRIHTGEKPYKCIECGKAFSQRSNLVQHQRIHTGEKPYECKECRKAFSQNAHLVQHLRVHTGEK.... Result: 0 (no interaction). (3) The miRNA is hsa-miR-3916 with sequence AAGAGGAAGAAAUGGCUGGUUCUCAG. The protein sequence of the target gene is MASGSMATSEEERSLRECELYVQKHNIQALLKDSIVQLCTTRPERPMAFLREYFERLEKEEARQIQCLQKTGIRTDSREDEISPPPPNPVVKGRRRRGAISAEVYTEEDAASYVRKVIPKDYKTMAALAKAIEKNVLFSHLDDNERSDIFDAMFPVSFIAGETVIQQGDEGDNFYVIDQGEMDVYVNNEWATSVGEGGSFGELALIYGTPRAATVKAKTNVKLWGIDRDSYRRILMGSTLRKRKMYEEFLSKVSILESLDKWERLTVADALEPVQFEDGQKIVVQGEPGDEFFIILEGTA.... Result: 0 (no interaction).